This data is from Reaction yield outcomes from USPTO patents with 853,638 reactions. The task is: Predict the reaction yield, written as a fraction of the theoretical maximum amount of product (1.0 means a 100% yield; for example, 0.34 means a 34% yield). (1) The reactants are [Cl-].O[NH3+:3].[C:4](=[O:7])([O-])[OH:5].[Na+].CS(C)=O.[CH2:13]([C:17]1[N:18]([CH2:35][C:36]2[CH:41]=[CH:40][C:39]([C:42]3[C:43]([C:48]#[N:49])=[CH:44][CH:45]=[CH:46][CH:47]=3)=[CH:38][CH:37]=2)[C:19](=[O:34])[C:20]([C:24]2[CH:29]=[CH:28][C:27]([O:30][CH:31]([CH3:33])[CH3:32])=[CH:26][CH:25]=2)=[C:21]([CH3:23])[N:22]=1)[CH2:14][CH2:15][CH3:16]. The catalyst is C(OCC)(=O)C. The product is [CH2:13]([C:17]1[N:18]([CH2:35][C:36]2[CH:37]=[CH:38][C:39]([C:42]3[CH:47]=[CH:46][CH:45]=[CH:44][C:43]=3[C:48]3[NH:3][C:4](=[O:7])[O:5][N:49]=3)=[CH:40][CH:41]=2)[C:19](=[O:34])[C:20]([C:24]2[CH:25]=[CH:26][C:27]([O:30][CH:31]([CH3:32])[CH3:33])=[CH:28][CH:29]=2)=[C:21]([CH3:23])[N:22]=1)[CH2:14][CH2:15][CH3:16]. The yield is 0.780. (2) The reactants are [CH:1]1[C:13]2[NH:12][C:11]3[C:6](=[CH:7][CH:8]=[CH:9][CH:10]=3)[C:5]=2[CH:4]=[CH:3][CH:2]=1.[CH:14]([C:16]1[CH:23]=[CH:22][C:19]([CH2:20]Cl)=[CH:18][CH:17]=1)=[CH2:15].[OH-].[Na+]. The catalyst is C1C=CC=CC=1.O.[Cl-].C([N+](CC)(CC)CC)C1C=CC=CC=1. The product is [CH:10]1[C:11]2[N:12]([CH2:20][C:19]3[CH:22]=[CH:23][C:16]([CH:14]=[CH2:15])=[CH:17][CH:18]=3)[C:13]3[C:5](=[CH:4][CH:3]=[CH:2][CH:1]=3)[C:6]=2[CH:7]=[CH:8][CH:9]=1. The yield is 0.800.